This data is from Full USPTO retrosynthesis dataset with 1.9M reactions from patents (1976-2016). The task is: Predict the reactants needed to synthesize the given product. (1) Given the product [CH3:39][NH:38][C:36]([C:33]1[C:32]([CH3:40])=[CH:31][C:30]([NH:29][C:25]2[N:24]=[C:23]([N:17]3[CH2:18][C@H:19]4[N:22]([CH2:46][C:45]5[O:41][N:42]=[CH:43][CH:44]=5)[C@H:15]([CH2:21][CH2:20]4)[CH2:16]3)[CH:28]=[CH:27][N:26]=2)=[CH:35][N:34]=1)=[O:37], predict the reactants needed to synthesize it. The reactants are: FC(F)(F)CNC(N1C=CN=C1)=O.Cl.[C@@H:15]12[NH:22][C@@H:19]([CH2:20][CH2:21]1)[CH2:18][N:17]([C:23]1[CH:28]=[CH:27][N:26]=[C:25]([NH:29][C:30]3[CH:31]=[C:32]([CH3:40])[C:33]([C:36]([NH:38][CH3:39])=[O:37])=[N:34][CH:35]=3)[N:24]=1)[CH2:16]2.[O:41]1[C:45]([CH:46]=O)=[CH:44][CH:43]=[N:42]1.C(O[BH-](OC(=O)C)OC(=O)C)(=O)C.[Na+]. (2) Given the product [F:33][C:17]1[CH:16]=[C:15]([C:12]2[CH:11]=[CH:10][C:9]([OH:8])=[CH:14][CH:13]=2)[CH:20]=[CH:19][C:18]=1[C:21]1[CH:26]=[CH:25][C:24]([O:27][CH:28]([CH3:32])[C:29](=[O:31])[CH3:30])=[CH:23][CH:22]=1, predict the reactants needed to synthesize it. The reactants are: C([O:8][C:9]1[CH:14]=[CH:13][C:12]([C:15]2[CH:20]=[CH:19][C:18]([C:21]3[CH:26]=[CH:25][C:24]([O:27][CH:28]([CH3:32])[C:29](=[O:31])[CH3:30])=[CH:23][CH:22]=3)=[C:17]([F:33])[CH:16]=2)=[CH:11][CH:10]=1)C1C=CC=CC=1.C1(C)C=CC=CC=1. (3) Given the product [Cl:16][C:13]1[CH:14]=[CH:15][C:10]([N:7]2[C:6]3[CH:17]=[C:2]([C:29]4[N:25]([C:22]5[CH:23]=[CH:24][C:19]([Cl:18])=[CH:20][CH:21]=5)[N:26]=[CH:27][CH:28]=4)[CH:3]=[CH:4][C:5]=3[N:9]=[CH:8]2)=[CH:11][CH:12]=1, predict the reactants needed to synthesize it. The reactants are: Br[C:2]1[CH:3]=[CH:4][C:5]2[N:9]=[CH:8][N:7]([C:10]3[CH:15]=[CH:14][C:13]([Cl:16])=[CH:12][CH:11]=3)[C:6]=2[CH:17]=1.[Cl:18][C:19]1[CH:24]=[CH:23][C:22]([N:25]2[C:29](B(O)O)=[CH:28][CH:27]=[N:26]2)=[CH:21][CH:20]=1. (4) Given the product [C:12]([OH:31])(=[O:30])[CH2:13][CH2:14][CH2:15][CH2:16][CH2:17][CH2:18][CH2:19][CH2:20][CH2:21][CH2:22][CH3:23].[OH:4][CH2:5][CH:6]([CH2:7][OH:8])[OH:9].[OH:4][CH2:5][CH:6]([CH2:7][OH:8])[OH:9].[C:12]([OH:31])(=[O:30])[CH2:13][CH2:14][CH2:15][CH2:16][CH2:17][CH2:18][CH2:19][CH2:20][CH2:21][CH2:22][CH3:23].[C:12]([OH:31])(=[O:30])[CH2:13][CH2:14][CH2:15][CH2:16][CH2:17][CH2:18][CH2:19][CH2:20][CH2:21][CH2:22][CH3:23].[OH:4][CH2:5][CH:6]([CH2:7][OH:8])[OH:9].[OH:4][CH2:5][CH:6]([CH2:7][OH:8])[OH:9], predict the reactants needed to synthesize it. The reactants are: C(O)C(O)C[O:4][CH2:5][CH:6]([OH:9])[CH2:7][OH:8].[C:12]([OH:31])(=[O:30])[CH2:13][CH2:14][CH2:15][CH2:16][CH2:17][CH2:18][CH2:19]/[CH:20]=[CH:21]\[CH2:22][CH2:23]CCCCCC. (5) The reactants are: [NH2:1][C:2]1[S:3][C:4]([N+:7]([O-:9])=[O:8])=[CH:5][N:6]=1.[CH2:10]([N:14]=[C:15]=[O:16])[CH2:11][CH2:12][CH3:13].CC(C)([O-])C.[K+]. Given the product [CH2:10]([NH:14][C:15]([NH:1][C:2]1[S:3][C:4]([N+:7]([O-:9])=[O:8])=[CH:5][N:6]=1)=[O:16])[CH2:11][CH2:12][CH3:13], predict the reactants needed to synthesize it. (6) Given the product [Br:1][C:2]1[CH:3]=[C:4]2[C:9](=[CH:10][CH:11]=1)[C:8](=[O:12])[NH:7][C:6](=[O:13])/[C:5]/2=[CH:14]\[NH:24][CH2:23][C:22]1[CH:25]=[CH:26][C:19]([OH:18])=[C:20]([O:27][CH3:28])[CH:21]=1, predict the reactants needed to synthesize it. The reactants are: [Br:1][C:2]1[CH:3]=[C:4]2[C:9](=[CH:10][CH:11]=1)[C:8](=[O:12])[NH:7][C:6](=[O:13])/[C:5]/2=[CH:14]/OC.Cl.[OH:18][C:19]1[CH:26]=[CH:25][C:22]([CH2:23][NH2:24])=[CH:21][C:20]=1[O:27][CH3:28].C(N(CC)CC)C.C(OCC)C. (7) Given the product [F:16][C:13]1[CH:12]=[CH:11][C:10]([C:8]2[N:9]=[C:2]3[NH:22][N:23]=[C:4]([NH2:5])[C:3]3=[C:6]([C:17]([F:20])([F:18])[F:19])[CH:7]=2)=[CH:15][CH:14]=1, predict the reactants needed to synthesize it. The reactants are: Cl[C:2]1[N:9]=[C:8]([C:10]2[CH:15]=[CH:14][C:13]([F:16])=[CH:12][CH:11]=2)[CH:7]=[C:6]([C:17]([F:20])([F:19])[F:18])[C:3]=1[C:4]#[N:5].O.[NH2:22][NH2:23].O. (8) Given the product [F:48][C:49]1[CH:54]=[CH:53][C:61]([O:64][CH:18]2[CH2:24][CH2:25][N:26]([C:21]([NH:2][C@H:3]([CH2:8][C:9]3[C:17]4[C:12](=[CH:13][CH:14]=[CH:15][CH:16]=4)[NH:11][CH:10]=3)[C:4]([O:6][CH3:7])=[O:5])=[O:32])[CH2:27][CH2:28]2)=[CH:51][CH:50]=1, predict the reactants needed to synthesize it. The reactants are: Cl.[NH2:2][C@H:3]([CH2:8][C:9]1[C:17]2[C:12](=[CH:13][CH:14]=[CH:15][CH:16]=2)[NH:11][CH:10]=1)[C:4]([O:6][CH3:7])=[O:5].[CH2:18]1[CH2:28][CH2:27][N:26]2[C:21](=NC[CH2:24][CH2:25]2)CC1.C1C(=O)N(OC(ON2C(=O)CCC2=O)=O)C(=[O:32])C1.Cl.[F:48][C:49]1[CH:54]=[CH:53]C(C2CCNCC2)=[CH:51][CH:50]=1.[C:61](=[O:64])([O-])O.[Na+]. (9) Given the product [C:21]([OH:26])([C:22]([F:25])([F:24])[F:23])=[O:2].[CH3:1][O:2][C:3]1[CH:8]=[CH:7][C:6]([N:9]2[C:21]([C:22]([F:23])([F:24])[F:25])=[C:15]([C:16]([O:18][CH2:19][CH3:20])=[O:17])[CH:14]=[N:10]2)=[CH:5][CH:4]=1, predict the reactants needed to synthesize it. The reactants are: [CH3:1][O:2][C:3]1[CH:8]=[CH:7][C:6]([NH:9][NH2:10])=[CH:5][CH:4]=1.C(O[CH:14]=[C:15]([C:21](=[O:26])[C:22]([F:25])([F:24])[F:23])[C:16]([O:18][CH2:19][CH3:20])=[O:17])C.C(N(CC)CC)C.